From a dataset of Full USPTO retrosynthesis dataset with 1.9M reactions from patents (1976-2016). Predict the reactants needed to synthesize the given product. (1) The reactants are: [CH3:1][S:2]([C:5]1[CH:35]=[CH:34][C:8]([CH2:9][NH:10][C:11]([C:13]2[C:18](=[O:19])[N:17]([C:20]3[CH:25]=[CH:24][CH:23]=[C:22]([C:26]([F:29])([F:28])[F:27])[CH:21]=3)[C:16]([CH3:30])=[C:15]([C:31](O)=[O:32])[CH:14]=2)=[O:12])=[CH:7][CH:6]=1)(=[O:4])=[O:3].[NH3:36].Cl[CH2:38][C:39]([CH3:41])=O.C([O-])([O-])=O.[Ca+2]. Given the product [CH3:1][S:2]([C:5]1[CH:35]=[CH:34][C:8]([CH2:9][NH:10][C:11]([C:13]2[C:18](=[O:19])[N:17]([C:20]3[CH:25]=[CH:24][CH:23]=[C:22]([C:26]([F:27])([F:29])[F:28])[CH:21]=3)[C:16]([CH3:30])=[C:15]([C:31]3[O:32][CH:38]=[C:39]([CH3:41])[N:36]=3)[CH:14]=2)=[O:12])=[CH:7][CH:6]=1)(=[O:3])=[O:4], predict the reactants needed to synthesize it. (2) Given the product [F:12][C:4]1[C:5]([O:10][CH3:11])=[CH:6][C:7]([O:8][CH3:9])=[C:2]([F:1])[C:3]=1[N:13]1[CH2:18][C:17]2[CH:19]=[N:20][C:21]3[NH:25][N:24]=[CH:23][C:22]=3[C:16]=2[N:15]([CH3:35])[C:14]1=[O:36], predict the reactants needed to synthesize it. The reactants are: [F:1][C:2]1[C:7]([O:8][CH3:9])=[CH:6][C:5]([O:10][CH3:11])=[C:4]([F:12])[C:3]=1[N:13]1[CH2:18][C:17]2[CH:19]=[N:20][C:21]3[N:25](CC4C=CC(OC)=CC=4)[N:24]=[CH:23][C:22]=3[C:16]=2[N:15]([CH3:35])[C:14]1=[O:36].